From a dataset of hERG potassium channel inhibition data for cardiac toxicity prediction from Karim et al.. Regression/Classification. Given a drug SMILES string, predict its toxicity properties. Task type varies by dataset: regression for continuous values (e.g., LD50, hERG inhibition percentage) or binary classification for toxic/non-toxic outcomes (e.g., AMES mutagenicity, cardiotoxicity, hepatotoxicity). Dataset: herg_karim. (1) The molecule is CC(C)[C@]1(C(=O)N2CCN(c3cc(C(F)(F)F)ccn3)CC2)CC[C@@H](NC2CCOCC2)C1. The result is 1 (blocker). (2) The compound is O=C(c1ccc(CN2CCC(F)CC2)cc1)N1CCN(C2CCC2)CC1. The result is 0 (non-blocker). (3) The drug is CC(=O)C1=NN2c3cc(F)ccc3OCC2C1(CCCN1CCNC(=O)CC1)c1ccccc1. The result is 0 (non-blocker). (4) The molecule is CC(C)c1ccccc1C(=O)N(CC1CC1)C1CCNC1. The result is 0 (non-blocker). (5) The molecule is CN[C@@H]1CCN(c2ccc(-n3ncc4cc(-c5ccc(C(F)(F)F)cc5)sc4c3=O)cn2)C1. The result is 1 (blocker). (6) The molecule is COc1cc2c(Nc3ncc(CC(=O)Nc4cccc(F)c4)s3)ncnc2cc1OCCCN1CCC(CO)CC1. The result is 0 (non-blocker).